From a dataset of Catalyst prediction with 721,799 reactions and 888 catalyst types from USPTO. Predict which catalyst facilitates the given reaction. (1) Reactant: [CH2:1]([N:8]1[C:12](=[O:13])[C:11]2[CH:14]=[CH:15][CH:16]=[CH:17][C:10]=2[S:9]1(=[O:19])=[O:18])[C:2]1[CH:7]=[CH:6][CH:5]=[CH:4][CH:3]=1.[NH3:20]. Product: [CH2:1]([NH:8][S:9]([C:10]1[CH:17]=[CH:16][CH:15]=[CH:14][C:11]=1[C:12]([NH2:20])=[O:13])(=[O:19])=[O:18])[C:2]1[CH:7]=[CH:6][CH:5]=[CH:4][CH:3]=1. The catalyst class is: 5. (2) Reactant: [N+:1]([C:4]1[CH:71]=[CH:70][C:7]([CH2:8][C:9]([CH2:60][C:61]2[CH:66]=[CH:65][C:64]([N+:67]([O-])=O)=[CH:63][CH:62]=2)([CH2:36][C:37](=[O:59])[CH2:38][CH2:39][CH2:40][CH2:41][CH2:42][O:43][C:44]2[CH:49]=[CH:48][C:47]([C@H:50]3[CH2:55][CH2:54][C@H:53]([CH2:56][CH2:57][CH3:58])[CH2:52][CH2:51]3)=[CH:46][CH:45]=2)[C:10]([C:13](=[O:35])[CH2:14][CH2:15][CH2:16][CH2:17][CH2:18][O:19][C:20]2[CH:25]=[CH:24][C:23]([C@H:26]3[CH2:31][CH2:30][C@H:29]([CH2:32][CH2:33][CH3:34])[CH2:28][CH2:27]3)=[CH:22][CH:21]=2)([OH:12])[OH:11])=[CH:6][CH:5]=1)([O-])=O. Product: [NH2:1][C:4]1[CH:5]=[CH:6][C:7]([CH2:8][C:9]([CH2:60][C:61]2[CH:66]=[CH:65][C:64]([NH2:67])=[CH:63][CH:62]=2)([CH2:36][C:37](=[O:59])[CH2:38][CH2:39][CH2:40][CH2:41][CH2:42][O:43][C:44]2[CH:45]=[CH:46][C:47]([C@H:50]3[CH2:51][CH2:52][C@H:53]([CH2:56][CH2:57][CH3:58])[CH2:54][CH2:55]3)=[CH:48][CH:49]=2)[C:10]([C:13](=[O:35])[CH2:14][CH2:15][CH2:16][CH2:17][CH2:18][O:19][C:20]2[CH:25]=[CH:24][C:23]([C@H:26]3[CH2:27][CH2:28][C@H:29]([CH2:32][CH2:33][CH3:34])[CH2:30][CH2:31]3)=[CH:22][CH:21]=2)([OH:11])[OH:12])=[CH:70][CH:71]=1. The catalyst class is: 401.